The task is: Predict the reaction yield, written as a fraction of the theoretical maximum amount of product (1.0 means a 100% yield; for example, 0.34 means a 34% yield).. This data is from Reaction yield outcomes from USPTO patents with 853,638 reactions. (1) The reactants are [Cl:1][CH2:2][CH2:3][CH2:4][C:5]([C:7]1[CH:12]=[CH:11][C:10]([C:13]([CH3:18])([CH3:17])[C:14]([OH:16])=[O:15])=[CH:9][CH:8]=1)=[O:6].[C:19](=O)([O-])[O-].[K+].[K+].S(OC)(OC)(=O)=O. The catalyst is C(#N)C. The product is [Cl:1][CH2:2][CH2:3][CH2:4][C:5]([C:7]1[CH:12]=[CH:11][C:10]([C:13]([CH3:18])([CH3:17])[C:14]([O:16][CH3:19])=[O:15])=[CH:9][CH:8]=1)=[O:6]. The yield is 0.890. (2) The reactants are C([N:8]1[CH2:12][CH:11]([C:13]2[CH:18]=[CH:17][C:16]([Cl:19])=[C:15]([Cl:20])[CH:14]=2)[CH:10]([CH:21]([O:23][C:24]2[CH:31]=[CH:30][C:27]([C:28]#[N:29])=[CH:26][N:25]=2)[CH3:22])[CH2:9]1)C1C=CC=CC=1.ClC(OCC(Cl)(Cl)Cl)=O. The catalyst is CC#N. The product is [Cl:20][C:15]1[CH:14]=[C:13]([CH:11]2[CH2:12][NH:8][CH2:9][CH:10]2[CH:21]([O:23][C:24]2[CH:31]=[CH:30][C:27]([C:28]#[N:29])=[CH:26][N:25]=2)[CH3:22])[CH:18]=[CH:17][C:16]=1[Cl:19]. The yield is 0.600. (3) The reactants are Cl[C:2]1[CH2:7][CH2:6][CH2:5][CH2:4][C:3]=1[CH:8]=[CH:9][C:10]([O:12][CH2:13][CH3:14])=[O:11].[N-:15]=[N+]=[N-].[Na+]. The catalyst is CS(C)=O. The product is [NH:15]1[C:2]2[CH2:7][CH2:6][CH2:5][CH2:4][C:3]=2[CH:8]=[C:9]1[C:10]([O:12][CH2:13][CH3:14])=[O:11]. The yield is 0.933. (4) The product is [Cl:1][C:2]1[C:19]([CH2:20][N:21]2[CH2:22][CH2:23][C:24]3([O:29][CH2:28][CH2:27][N:26]([C:30]([C:32]4[N:33]=[C:34]([CH2:37][CH3:38])[S:35][CH:36]=4)=[O:31])[CH2:25]3)[CH2:39][CH2:40]2)=[CH:18][CH:17]=[CH:16][C:3]=1[CH2:4][CH2:5][O:6][CH2:7][CH2:8][C:9]([OH:11])=[O:10]. The yield is 2.00. The reactants are [Cl:1][C:2]1[C:19]([CH2:20][N:21]2[CH2:40][CH2:39][C:24]3([O:29][CH2:28][CH2:27][N:26]([C:30]([C:32]4[N:33]=[C:34]([CH2:37][CH3:38])[S:35][CH:36]=4)=[O:31])[CH2:25]3)[CH2:23][CH2:22]2)=[CH:18][CH:17]=[CH:16][C:3]=1[CH2:4][CH2:5][O:6][CH2:7][CH2:8][C:9]([O:11]C(C)(C)C)=[O:10].FC(F)(F)C(O)=O.C1(C)C=CC=CC=1. The catalyst is C(Cl)Cl. (5) The reactants are Cl[C:2]1[N:3]=[C:4]2[C:9](=[CH:10][CH:11]=1)[N:8]=[CH:7][C:6]([C:12](=[O:14])[CH3:13])=[C:5]2[NH:15][CH:16]1[CH2:21][CH2:20][N:19]([CH3:22])[CH2:18][CH2:17]1.[Cl:23][C:24]1[CH:29]=[C:28](B2OC(C)(C)C(C)(C)O2)[CH:27]=[C:26]([Cl:39])[C:25]=1[OH:40]. No catalyst specified. The product is [Cl:23][C:24]1[CH:29]=[C:28]([C:2]2[N:3]=[C:4]3[C:9](=[CH:10][CH:11]=2)[N:8]=[CH:7][C:6]([C:12](=[O:14])[CH3:13])=[C:5]3[NH:15][CH:16]2[CH2:21][CH2:20][N:19]([CH3:22])[CH2:18][CH2:17]2)[CH:27]=[C:26]([Cl:39])[C:25]=1[OH:40]. The yield is 0.530. (6) The reactants are [CH:1]([C:4]1[CH:12]=[CH:11][C:10]2[NH:9][C:8]3[CH2:13][CH2:14][N:15]([CH3:17])[CH2:16][C:7]=3[C:6]=2[CH:5]=1)([CH3:3])[CH3:2].[OH-].[K+].[CH3:20][C:21]1[CH:26]=[CH:25][C:24]([CH:27]=[CH2:28])=[CH:23][N:22]=1. The catalyst is CN1CCCC1=O.O. The product is [CH:1]([C:4]1[CH:12]=[CH:11][C:10]2[N:9]([CH2:28][CH2:27][C:24]3[CH:23]=[N:22][C:21]([CH3:20])=[CH:26][CH:25]=3)[C:8]3[CH2:13][CH2:14][N:15]([CH3:17])[CH2:16][C:7]=3[C:6]=2[CH:5]=1)([CH3:3])[CH3:2]. The yield is 0.150. (7) The reactants are CC([N:5]([CH2:9][CH2:10][NH:11][S:12]([C:15]1[CH:20]=[CH:19][C:18]([C:21]2[CH:26]=[CH:25][N:24]=[C:23]3[N:27](S(C4C=CC(C)=CC=4)(=O)=O)[C:28]([CH2:30][OH:31])=[CH:29][C:22]=23)=[CH:17][CH:16]=1)(=[O:14])=[O:13])[C:6](=[O:8])[O-:7])(C)C.C1(C)C=CC(S(O)(=O)=O)=CC=1. The catalyst is C(Cl)(Cl)Cl. The product is [CH:6]([OH:8])=[O:7].[NH2:5][CH2:9][CH2:10][NH:11][S:12]([C:15]1[CH:20]=[CH:19][C:18]([C:21]2[CH:26]=[CH:25][N:24]=[C:23]3[NH:27][C:28]([CH2:30][OH:31])=[CH:29][C:22]=23)=[CH:17][CH:16]=1)(=[O:13])=[O:14]. The yield is 0.0900. (8) The reactants are [Cl:1][C:2]1[NH:10][C:9]2[C:8](=[O:11])[N:7]([CH2:12][CH2:13][CH2:14][OH:15])[C:6](=[O:16])[N:5]([CH2:17][CH3:18])[C:4]=2[N:3]=1.Br[CH2:20][C:21]1[CH:26]=[CH:25][C:24]([Cl:27])=[CH:23][CH:22]=1.C(=O)([O-])[O-].[K+].[K+]. The catalyst is CN(C=O)C.CCCC[N+](CCCC)(CCCC)CCCC.[I-]. The product is [Cl:1][C:2]1[N:10]([CH2:20][C:21]2[CH:26]=[CH:25][C:24]([Cl:27])=[CH:23][CH:22]=2)[C:9]2[C:8](=[O:11])[N:7]([CH2:12][CH2:13][CH2:14][OH:15])[C:6](=[O:16])[N:5]([CH2:17][CH3:18])[C:4]=2[N:3]=1. The yield is 0.718. (9) The reactants are [C:1]([C:3]1[N:8]=[CH:7][C:6]([CH:9]([CH3:13])[C:10]([OH:12])=O)=[CH:5][CH:4]=1)#N.[CH3:14][N:15](C)CCCN=C=NCC.C1C=CC2N(O)N=NC=2C=1.C(N(CC)CC)C.[Cl:42][C:43]1[CH:44]=[C:45]([N:49]2[C:53]([CH2:54][NH2:55])=[CH:52][C:51]([C:56]([F:59])([F:58])[F:57])=[N:50]2)[CH:46]=[CH:47][CH:48]=1. The catalyst is CN(C)C=O. The product is [Cl:42][C:43]1[CH:44]=[C:45]([N:49]2[C:53]([CH2:54][NH:55][C:10](=[O:12])[CH:9]([C:6]3[CH:7]=[N:8][C:3]([CH2:1][C:14]#[N:15])=[CH:4][CH:5]=3)[CH3:13])=[CH:52][C:51]([C:56]([F:57])([F:58])[F:59])=[N:50]2)[CH:46]=[CH:47][CH:48]=1. The yield is 0.420. (10) The reactants are Cl[C:2]1[C:11]2[C:6](=[CH:7][C:8]([O:14][CH2:15][CH2:16][CH2:17][N:18]3[CH2:23][CH2:22][CH2:21][CH2:20][CH2:19]3)=[C:9]([O:12][CH3:13])[CH:10]=2)[N:5]=[CH:4][N:3]=1.[F:24][C:25]1[C:33]([OH:34])=[CH:32][CH:31]=[C:30]2[C:26]=1[CH:27]=[CH:28][NH:29]2.C(=O)([O-])[O-].[K+].[K+]. The catalyst is CN(C=O)C. The product is [F:24][C:25]1[C:33]([O:34][C:2]2[C:11]3[C:6](=[CH:7][C:8]([O:14][CH2:15][CH2:16][CH2:17][N:18]4[CH2:23][CH2:22][CH2:21][CH2:20][CH2:19]4)=[C:9]([O:12][CH3:13])[CH:10]=3)[N:5]=[CH:4][N:3]=2)=[CH:32][CH:31]=[C:30]2[C:26]=1[CH:27]=[CH:28][NH:29]2. The yield is 0.670.